Dataset: Peptide-MHC class I binding affinity with 185,985 pairs from IEDB/IMGT. Task: Regression. Given a peptide amino acid sequence and an MHC pseudo amino acid sequence, predict their binding affinity value. This is MHC class I binding data. (1) The peptide sequence is IFLKPDETF. The MHC is HLA-A02:03 with pseudo-sequence HLA-A02:03. The binding affinity (normalized) is 0.0847. (2) The binding affinity (normalized) is 0.0671. The MHC is H-2-Db with pseudo-sequence H-2-Db. The peptide sequence is SLILLECFVR. (3) The peptide sequence is FMSHVKSVT. The MHC is HLA-A02:03 with pseudo-sequence HLA-A02:03. The binding affinity (normalized) is 0.520. (4) The peptide sequence is AELIDSFTW. The MHC is HLA-B46:01 with pseudo-sequence HLA-B46:01. The binding affinity (normalized) is 0.0847.